This data is from Peptide-MHC class II binding affinity with 134,281 pairs from IEDB. The task is: Regression. Given a peptide amino acid sequence and an MHC pseudo amino acid sequence, predict their binding affinity value. This is MHC class II binding data. (1) The peptide sequence is GGRLAFQEFMIVPCE. The MHC is DRB1_1201 with pseudo-sequence DRB1_1201. The binding affinity (normalized) is 0.237. (2) The peptide sequence is ANPGLIIGALAG. The MHC is HLA-DQA10301-DQB10302 with pseudo-sequence HLA-DQA10301-DQB10302. The binding affinity (normalized) is 0.282. (3) The peptide sequence is APGAAAAPLSWSKDI. The MHC is HLA-DPA10301-DPB10402 with pseudo-sequence HLA-DPA10301-DPB10402. The binding affinity (normalized) is 0.252. (4) The peptide sequence is TGKKITAHLKRLWKM. The MHC is HLA-DQA10501-DQB10302 with pseudo-sequence HLA-DQA10501-DQB10302. The binding affinity (normalized) is 0. (5) The peptide sequence is GQFRVIGPRHPIRAL. The MHC is DRB3_0202 with pseudo-sequence DRB3_0202. The binding affinity (normalized) is 0.370. (6) The peptide sequence is ILPNTLVLDFCDDAL. The MHC is HLA-DPA10103-DPB10201 with pseudo-sequence HLA-DPA10103-DPB10201. The binding affinity (normalized) is 0.360. (7) The peptide sequence is TLYLQMNSLRAEDTA. The MHC is DRB1_0901 with pseudo-sequence DRB1_0901. The binding affinity (normalized) is 0.512. (8) The peptide sequence is KKMVALTLTSYLGLTQP. The MHC is DRB3_0101 with pseudo-sequence DRB3_0101. The binding affinity (normalized) is 0.597.